Dataset: Catalyst prediction with 721,799 reactions and 888 catalyst types from USPTO. Task: Predict which catalyst facilitates the given reaction. Reactant: [Na].[CH3:2][CH:3]([C:6](=O)[CH3:7])[CH:4]=O.[C:9]([CH2:11][C:12]([NH:14][CH:15]([CH3:17])[CH3:16])=[O:13])#[N:10].N1CCCCC1.C(O)(=O)C. Product: [CH:15]([N:14]1[C:6]([CH3:7])=[C:3]([CH3:4])[CH:2]=[C:11]([C:9]#[N:10])[C:12]1=[O:13])([CH3:17])[CH3:16]. The catalyst class is: 9.